Dataset: Reaction yield outcomes from USPTO patents with 853,638 reactions. Task: Predict the reaction yield, written as a fraction of the theoretical maximum amount of product (1.0 means a 100% yield; for example, 0.34 means a 34% yield). (1) The reactants are [Cl:1][C:2]1[CH:3]=[C:4]([CH:7]=[C:8]([O:11]C)[C:9]=1[OH:10])[CH:5]=[O:6].B(Br)(Br)Br. The catalyst is ClCCl. The product is [Cl:1][C:2]1[CH:3]=[C:4]([CH:7]=[C:8]([OH:11])[C:9]=1[OH:10])[CH:5]=[O:6]. The yield is 0.910. (2) The reactants are [CH2:1]([O:3][C:4]1[C:5]2[CH:13]=[C:12]([CH2:14][CH3:15])[NH:11][C:6]=2[N:7]=[C:8]([SH:10])[N:9]=1)[CH3:2].Br[C:17]1[S:18][CH:19]=[C:20]([C:22]([O:24][CH3:25])=[O:23])[N:21]=1.C([O-])(O)=O.[Na+]. The catalyst is CC(O)=O. The product is [CH2:1]([O:3][C:4]1[C:5]2[CH:13]=[C:12]([CH2:14][CH3:15])[NH:11][C:6]=2[N:7]=[C:8]([S:10][C:17]2[S:18][CH:19]=[C:20]([C:22]([O:24][CH3:25])=[O:23])[N:21]=2)[N:9]=1)[CH3:2]. The yield is 0.368. (3) The reactants are C1(C#C)CC1.[CH:6]1([C:9]#[C:10][C:11]2[CH:16]=[CH:15][C:14]([O:17][CH3:18])=[CH:13][CH:12]=2)[CH2:8][CH2:7]1.IC1C=CC(OC)=CC=1.C(N(CC)CC)C. The catalyst is O1CCCC1.[Cu]I. The product is [CH:6]1([C:9]#[C:10][C:11]2[CH:12]=[CH:13][C:14]([O:17][CH3:18])=[CH:15][CH:16]=2)[CH2:8][CH2:7]1. The yield is 0.670. (4) The reactants are [CH2:1]([Li])CCC.[S:6]1[CH:10]=[CH:9][N:8]=[C:7]1[C:11]1([OH:21])[CH2:20][CH2:19][C:14]2([O:18][CH2:17][CH2:16][O:15]2)[CH2:13][CH2:12]1.CI.O. The catalyst is C1COCC1.CCOC(C)=O. The product is [CH3:1][C:10]1[S:6][C:7]([C:11]2([OH:21])[CH2:12][CH2:13][C:14]3([O:18][CH2:17][CH2:16][O:15]3)[CH2:19][CH2:20]2)=[N:8][CH:9]=1. The yield is 0.710. (5) The reactants are [C:1](OC(=O)C)(=[O:3])[CH3:2].[NH2:8][CH2:9][C:10]1[CH:11]=[C:12]2[C:16](=[CH:17][CH:18]=1)[N:15]([C:19]1[CH:24]=[C:23]([I:25])[CH:22]=[CH:21][N:20]=1)[N:14]=[C:13]2[C:26]([NH2:28])=[O:27].C(N(CC)CC)C.ClCCl. No catalyst specified. The product is [C:1]([NH:8][CH2:9][C:10]1[CH:11]=[C:12]2[C:16](=[CH:17][CH:18]=1)[N:15]([C:19]1[CH:24]=[C:23]([I:25])[CH:22]=[CH:21][N:20]=1)[N:14]=[C:13]2[C:26]([NH2:28])=[O:27])(=[O:3])[CH3:2]. The yield is 0.290.